From a dataset of Full USPTO retrosynthesis dataset with 1.9M reactions from patents (1976-2016). Predict the reactants needed to synthesize the given product. Given the product [CH:12]([NH:13][CH2:5][CH:3]([OH:4])[CH2:2][Cl:1])([C:14]1[CH:15]=[CH:16][CH:17]=[CH:18][CH:19]=1)[C:6]1[CH:11]=[CH:10][CH:9]=[CH:8][CH:7]=1, predict the reactants needed to synthesize it. The reactants are: [Cl:1][CH2:2][CH:3]1[CH2:5][O:4]1.[C:6]1([CH:12]([C:14]2[CH:19]=[CH:18][CH:17]=[CH:16][CH:15]=2)[NH2:13])[CH:11]=[CH:10][CH:9]=[CH:8][CH:7]=1.